Dataset: Full USPTO retrosynthesis dataset with 1.9M reactions from patents (1976-2016). Task: Predict the reactants needed to synthesize the given product. (1) The reactants are: [CH2:1]=[C:2]([C:4]1[N:5]=[CH:6][C:7]([O:10][C@H:11]2[CH2:26][N:14]3[CH2:15][CH2:16][N:17]([C:19]([O:21][C:22]([CH3:25])([CH3:24])[CH3:23])=[O:20])[CH2:18][C@@H:13]3[CH2:12]2)=[N:8][CH:9]=1)[CH3:3].[N+](=[CH2:29])=[N-].C(#N)C. Given the product [CH3:1][C:2]1([C:4]2[N:5]=[CH:6][C:7]([O:10][C@H:11]3[CH2:26][N:14]4[CH2:15][CH2:16][N:17]([C:19]([O:21][C:22]([CH3:25])([CH3:24])[CH3:23])=[O:20])[CH2:18][C@@H:13]4[CH2:12]3)=[N:8][CH:9]=2)[CH2:29][CH2:3]1, predict the reactants needed to synthesize it. (2) Given the product [CH3:24][O:21][CH2:20][C:11]1([C:14]2[CH:15]=[CH:16][CH:17]=[CH:18][CH:19]=2)[CH2:10][CH2:9][NH:8][CH2:13][CH2:12]1, predict the reactants needed to synthesize it. The reactants are: C(OC([N:8]1[CH2:13][CH2:12][C:11]([CH2:20][OH:21])([C:14]2[CH:19]=[CH:18][CH:17]=[CH:16][CH:15]=2)[CH2:10][CH2:9]1)=O)(C)(C)C.[H-].[Na+].[CH3:24]OS(=O)(=O)OC.[Cl-].[NH4+].FC(F)(F)C(O)=O.[OH-].[Na+]. (3) Given the product [CH3:18][O:1][C:2]1[C:11]([CH2:12][CH:13]=[CH2:14])=[C:10]2[C:5]([CH2:6][CH2:7][CH2:8][C:9]2=[O:15])=[CH:4][CH:3]=1, predict the reactants needed to synthesize it. The reactants are: [OH:1][C:2]1[C:11]([CH2:12][CH:13]=[CH2:14])=[C:10]2[C:5]([CH2:6][CH2:7][CH2:8][C:9]2=[O:15])=[CH:4][CH:3]=1.IC.[C:18](=O)([O-])[O-].[K+].[K+]. (4) The reactants are: [F:1][C:2]1[C:23]([F:24])=[CH:22][C:5]2[N:6]([CH:10]3[CH2:15][CH2:14][N:13]([C:16]4([CH3:21])[CH2:20][CH2:19][NH:18][CH2:17]4)[CH2:12][CH2:11]3)[C:7](=[O:9])[NH:8][C:4]=2[CH:3]=1.[C:25](Cl)(=[O:28])[O:26][CH3:27]. Given the product [F:1][C:2]1[C:23]([F:24])=[CH:22][C:5]2[N:6]([CH:10]3[CH2:11][CH2:12][N:13]([C:16]4([CH3:21])[CH2:20][CH2:19][N:18]([C:25]([O:26][CH3:27])=[O:28])[CH2:17]4)[CH2:14][CH2:15]3)[C:7](=[O:9])[NH:8][C:4]=2[CH:3]=1, predict the reactants needed to synthesize it. (5) Given the product [F:1][C:2]1[CH:7]=[C:6]([I:8])[CH:5]=[CH:4][C:3]=1[NH:9][C:10]1[C:11]([NH:21][S:22]([CH:25]2[CH2:27][CH:26]2[CH2:28][OH:29])(=[O:24])=[O:23])=[C:12]2[O:20][CH2:19][CH2:18][N:13]2[C:14](=[O:17])[C:15]=1[CH3:16], predict the reactants needed to synthesize it. The reactants are: [F:1][C:2]1[CH:7]=[C:6]([I:8])[CH:5]=[CH:4][C:3]=1[NH:9][C:10]1[C:11]([NH:21][S:22]([CH:25]2[CH2:27][CH:26]2[CH2:28][O:29]CC2C=CC=CC=2)(=[O:24])=[O:23])=[C:12]2[O:20][CH2:19][CH2:18][N:13]2[C:14](=[O:17])[C:15]=1[CH3:16].B(F)(F)F.C(S)C. (6) Given the product [CH:6]([C:7]1[CH:12]=[CH:11][C:10]([CH2:13][SiH:14]([O:18][CH2:19][CH3:20])[O:15][CH2:16][CH3:17])=[CH:9][CH:8]=1)=[CH2:5], predict the reactants needed to synthesize it. The reactants are: [Mg].II.Br[CH:5]=[CH:6][C:7]1[CH:12]=[CH:11][CH:10]=[CH:9][CH:8]=1.[CH3:13][Si:14](OCC)([O:18][CH2:19][CH3:20])[O:15][CH2:16][CH3:17].C(C1C=C(O)C(C(C)(C)C)=CC=1O)(C)(C)C. (7) The reactants are: [CH2:1]([O:8][C:9]1[CH:10]=[C:11]([CH2:16][OH:17])[CH:12]=[CH:13][C:14]=1[I:15])[C:2]1[CH:7]=[CH:6][CH:5]=[CH:4][CH:3]=1. Given the product [CH2:1]([O:8][C:9]1[CH:10]=[C:11]([CH:12]=[CH:13][C:14]=1[I:15])[CH:16]=[O:17])[C:2]1[CH:3]=[CH:4][CH:5]=[CH:6][CH:7]=1, predict the reactants needed to synthesize it. (8) Given the product [S:1]([O-:5])([O-:4])(=[O:3])=[O:2].[Na+:6].[Na+:6].[S:9](=[O:11])=[O:10], predict the reactants needed to synthesize it. The reactants are: [S:1]([O-:5])([O-:4])(=[O:3])=[O:2].[Na+:6].[Na+].O.[S:9](S([O-])(=O)=O)([O-])(=[O:11])=[O:10].[Na+].[Na+].S(S([O-])(=O)=O)([O-])(=O)=O.[Na+].[Na+]. (9) The reactants are: [NH2:1][C:2]1[CH:16]=[CH:15][C:5]([C:6]([C:8]2[CH:13]=[CH:12][C:11]([NH2:14])=[CH:10][CH:9]=2)=[O:7])=[CH:4][CH:3]=1.[OH:17][CH2:18][CH2:19][N:20]([C:22]1[CH:30]=[CH:29][C:25]([C:26]([O-])=[O:27])=[CH:24][CH:23]=1)[CH3:21]. Given the product [C:6]([C:8]1[CH:13]=[CH:12][C:11]([NH:14][C:26](=[O:27])[C:25]2[CH:29]=[CH:30][C:22]([N:20]([CH2:19][CH2:18][OH:17])[CH3:21])=[CH:23][CH:24]=2)=[CH:10][CH:9]=1)([C:5]1[CH:15]=[CH:16][C:2]([NH:1][C:26](=[O:27])[C:25]2[CH:24]=[CH:23][C:22]([N:20]([CH2:19][CH2:18][OH:17])[CH3:21])=[CH:30][CH:29]=2)=[CH:3][CH:4]=1)=[O:7], predict the reactants needed to synthesize it. (10) Given the product [N:27]1([C:2]2[N:3]=[C:4]([N:21]3[CH2:22][CH2:23][O:24][CH2:25][CH2:26]3)[C:5]3[S:10][C:9]([CH2:11][N:12]4[CH2:13][CH2:14][CH:15]([N:18]([CH3:20])[CH3:19])[CH2:16][CH2:17]4)=[CH:8][C:6]=3[N:7]=2)[C:31]2[CH:32]=[CH:33][CH:34]=[CH:35][C:30]=2[N:29]=[CH:28]1, predict the reactants needed to synthesize it. The reactants are: Cl[C:2]1[N:3]=[C:4]([N:21]2[CH2:26][CH2:25][O:24][CH2:23][CH2:22]2)[C:5]2[S:10][C:9]([CH2:11][N:12]3[CH2:17][CH2:16][CH:15]([N:18]([CH3:20])[CH3:19])[CH2:14][CH2:13]3)=[CH:8][C:6]=2[N:7]=1.[N:27]1[C:31]2[CH:32]=[CH:33][CH:34]=[CH:35][C:30]=2[NH:29][CH:28]=1.Cl.